Dataset: Catalyst prediction with 721,799 reactions and 888 catalyst types from USPTO. Task: Predict which catalyst facilitates the given reaction. (1) Reactant: [F:1][C:2]1[C:11]([C:12](=[CH2:17])[C:13]([O:15][CH3:16])=[O:14])=[C:10]2[C:5]([CH:6]=[CH:7][C:8]([O:18][CH3:19])=[N:9]2)=[CH:4][CH:3]=1.[O:20]1[C:24]2([CH2:29][CH2:28][NH:27][CH2:26][CH2:25]2)[O:23][CH2:22][CH2:21]1.CN(C)C(N(C)C)=N. Product: [O:20]1[C:24]2([CH2:29][CH2:28][N:27]([CH2:17][CH:12]([C:11]3[C:2]([F:1])=[CH:3][CH:4]=[C:5]4[C:10]=3[N:9]=[C:8]([O:18][CH3:19])[CH:7]=[CH:6]4)[C:13]([O:15][CH3:16])=[O:14])[CH2:26][CH2:25]2)[O:23][CH2:22][CH2:21]1. The catalyst class is: 9. (2) Reactant: [Cl:1][C:2]1[CH:3]=[C:4]([N:9]2[C:13]3=[CH:14][CH2:15][CH2:16][CH2:17][C:12]3([CH2:18][C:19]3[CH:26]=[CH:25][C:22]([C:23]#[N:24])=[CH:21][CH:20]=3)[NH:11][C:10]2=[O:27])[CH:5]=[C:6]([Cl:8])[CH:7]=1.[H-].[Na+].[C:30]([O:37][CH2:38][CH3:39])(=[O:36])[CH2:31][CH2:32][CH2:33][CH2:34][CH3:35]. Product: [CH2:38]([O:37][C:30](=[O:36])[CH2:31][CH2:32][CH2:33][CH2:34][CH2:35][C:13]12[CH2:14][CH2:15][CH2:16][CH2:17][C:12]1([CH2:18][C:19]1[CH:20]=[CH:21][C:22]([C:23]#[N:24])=[CH:25][CH:26]=1)[NH:11][C:10](=[O:27])[N:9]2[C:4]1[CH:5]=[C:6]([Cl:8])[CH:7]=[C:2]([Cl:1])[CH:3]=1)[CH3:39]. The catalyst class is: 3. (3) Reactant: C([NH:8][C:9]1([CH2:13][CH:14]([OH:16])[CH3:15])[CH2:12][CH2:11][CH2:10]1)C1C=CC=CC=1. Product: [NH2:8][C:9]1([CH2:13][CH:14]([OH:16])[CH3:15])[CH2:12][CH2:11][CH2:10]1. The catalyst class is: 50.